Dataset: Catalyst prediction with 721,799 reactions and 888 catalyst types from USPTO. Task: Predict which catalyst facilitates the given reaction. (1) Reactant: [Cl:1][C:2]1[C:3]([C:17]2[CH:22]=[N:21][CH:20]=[C:19]([NH:23][CH2:24][CH:25]3[CH2:30][CH2:29][O:28][CH2:27][CH2:26]3)[N:18]=2)=[CH:4][C:5]([NH:8][C:9]([C@H:11]2[CH2:16][CH2:15][CH2:14][NH:13][CH2:12]2)=[O:10])=[N:6][CH:7]=1.C(N(CC)CC)C.[CH3:38][S:39](Cl)(=[O:41])=[O:40]. Product: [Cl:1][C:2]1[C:3]([C:17]2[CH:22]=[N:21][CH:20]=[C:19]([NH:23][CH2:24][CH:25]3[CH2:30][CH2:29][O:28][CH2:27][CH2:26]3)[N:18]=2)=[CH:4][C:5]([NH:8][C:9]([C@H:11]2[CH2:16][CH2:15][CH2:14][N:13]([S:39]([CH3:38])(=[O:41])=[O:40])[CH2:12]2)=[O:10])=[N:6][CH:7]=1. The catalyst class is: 2. (2) Reactant: [C:1]1([CH2:7][CH2:8][CH2:9][OH:10])[CH:6]=[CH:5][CH:4]=[CH:3][CH:2]=1.[H-].[Na+].Cl[S:14]([N:17]=C=O)(=[O:16])=[O:15].C(O)=O. Product: [S:14](=[O:16])(=[O:15])([O:10][CH2:9][CH2:8][CH2:7][C:1]1[CH:6]=[CH:5][CH:4]=[CH:3][CH:2]=1)[NH2:17]. The catalyst class is: 705. (3) Reactant: [F:1][C:2]([F:32])([F:31])[C:3]1[CH:30]=[CH:29][C:6]([CH2:7][O:8][C:9]([N:11]2[CH2:16][CH2:15][CH2:14][C@H:13]([C:17]3[CH:22]=[CH:21][C:20]([CH3:23])=[C:19]([C:24]([O:26]CC)=[O:25])[CH:18]=3)[CH2:12]2)=[O:10])=[CH:5][CH:4]=1.C(=O)([O-])[O-].[K+].[K+].CO. Product: [F:31][C:2]([F:1])([F:32])[C:3]1[CH:30]=[CH:29][C:6]([CH2:7][O:8][C:9]([N:11]2[CH2:16][CH2:15][CH2:14][C@H:13]([C:17]3[CH:22]=[CH:21][C:20]([CH3:23])=[C:19]([C:24]([OH:26])=[O:25])[CH:18]=3)[CH2:12]2)=[O:10])=[CH:5][CH:4]=1. The catalyst class is: 6.